Task: Predict the product of the given reaction.. Dataset: Forward reaction prediction with 1.9M reactions from USPTO patents (1976-2016) (1) Given the reactants [Br:1][C:2]1[CH:7]=[CH:6][N:5]=[CH:4][C:3]=1[OH:8].[H-].[Na+].CS(O[CH2:16][CH:17]1[CH2:20][CH2:19][O:18]1)(=O)=O, predict the reaction product. The product is: [Br:1][C:2]1[CH:7]=[CH:6][N:5]=[CH:4][C:3]=1[O:8][CH2:16][CH:17]1[CH2:20][CH2:19][O:18]1. (2) Given the reactants [CH2:1]([C@@H:8]1[CH2:12][O:11][C:10](=[O:13])[N:9]1[C:14](=[O:27])[CH2:15][CH2:16][CH2:17][CH2:18][O:19][CH2:20][C:21]1[CH:26]=[CH:25][CH:24]=[CH:23][CH:22]=1)[C:2]1[CH:7]=[CH:6][CH:5]=[CH:4][CH:3]=1.C[Si](C)(C)N[Si](C)(C)C.[Na].Br[CH2:39][C:40]([O:42][C:43]([CH3:46])([CH3:45])[CH3:44])=[O:41].CN(C)CCNC, predict the reaction product. The product is: [CH2:1]([C@@H:8]1[CH2:12][O:11][C:10](=[O:13])[N:9]1[C:14]([CH:15]([CH2:16][CH2:17][CH2:18][O:19][CH2:20][C:21]1[CH:26]=[CH:25][CH:24]=[CH:23][CH:22]=1)[CH2:39][C:40]([O:42][C:43]([CH3:46])([CH3:45])[CH3:44])=[O:41])=[O:27])[C:2]1[CH:3]=[CH:4][CH:5]=[CH:6][CH:7]=1. (3) Given the reactants [Br:1][C:2]1[CH:3]=[C:4]([C:8]2[N:12]3[CH2:13][CH2:14][CH2:15][CH2:16][C:11]3=[C:10]([C:17]([OH:19])=O)[N:9]=2)[CH:5]=[CH:6][CH:7]=1.[Cl-].[NH4+:21], predict the reaction product. The product is: [Br:1][C:2]1[CH:3]=[C:4]([C:8]2[N:12]3[CH2:13][CH2:14][CH2:15][CH2:16][C:11]3=[C:10]([C:17]([NH2:21])=[O:19])[N:9]=2)[CH:5]=[CH:6][CH:7]=1. (4) Given the reactants C[O:2][C:3](=[O:41])[C:4]1[CH:9]=[CH:8][C:7]([O:10][C:11]2[S:15][C:14]([NH:16][C:17](=[O:40])[CH:18]([C:28]3[CH:33]=[CH:32][C:31]([S:34]([CH:37]4[CH2:39][CH2:38]4)(=[O:36])=[O:35])=[CH:30][CH:29]=3)[O:19][C:20]3[CH:25]=[CH:24][C:23]([F:26])=[CH:22][C:21]=3[F:27])=[N:13][CH:12]=2)=[CH:6][CH:5]=1.[Li+].[OH-], predict the reaction product. The product is: [CH:37]1([S:34]([C:31]2[CH:30]=[CH:29][C:28]([CH:18]([O:19][C:20]3[CH:25]=[CH:24][C:23]([F:26])=[CH:22][C:21]=3[F:27])[C:17]([NH:16][C:14]3[S:15][C:11]([O:10][C:7]4[CH:6]=[CH:5][C:4]([C:3]([OH:41])=[O:2])=[CH:9][CH:8]=4)=[CH:12][N:13]=3)=[O:40])=[CH:33][CH:32]=2)(=[O:35])=[O:36])[CH2:38][CH2:39]1. (5) Given the reactants [F:1][C:2]1[CH:11]=[CH:10][CH:9]=[C:8]2[C:3]=1[C:4]([CH2:21][C:22]([O:24][C:25](C)(C)C)=[O:23])=[N:5][C:6]([N:12]1[CH2:17][CH2:16][N:15]3[CH2:18][CH2:19][CH2:20][C@@H:14]3[CH2:13]1)=[N:7]2.Cl, predict the reaction product. The product is: [F:1][C:2]1[CH:11]=[CH:10][CH:9]=[C:8]2[C:3]=1[C:4]([CH2:21][C:22]([O:24][CH3:25])=[O:23])=[N:5][C:6]([N:12]1[CH2:17][CH2:16][N:15]3[CH2:18][CH2:19][CH2:20][C@@H:14]3[CH2:13]1)=[N:7]2. (6) Given the reactants C([O:5][C:6]1[C:11]2[N:12]=[C:13]([O:15]C(C)C)[S:14][C:10]=2[C:9]([C@@H:19]([OH:32])[CH2:20][NH:21][C:22]([CH3:31])([CH3:30])[CH2:23][C:24]2[CH:29]=[CH:28][CH:27]=[CH:26][CH:25]=2)=[CH:8][CH:7]=1)(C)(C)C, predict the reaction product. The product is: [CH3:31][C:22]([NH:21][CH2:20][C@@H:19]([C:9]1[C:10]2[S:14][C:13](=[O:15])[NH:12][C:11]=2[C:6]([OH:5])=[CH:7][CH:8]=1)[OH:32])([CH3:30])[CH2:23][C:24]1[CH:29]=[CH:28][CH:27]=[CH:26][CH:25]=1. (7) Given the reactants [Br:1][C:2]1[CH:3]=[C:4]([C:10]2[CH2:14][C:13]([C:19]3[CH:24]=[C:23]([Cl:25])[CH:22]=[C:21]([Cl:26])[CH:20]=3)([C:15]([F:18])([F:17])[F:16])[O:12][N:11]=2)[CH:5]=[CH:6][C:7]=1[CH2:8]Br.[C:27]([NH2:30])(=[S:29])[CH3:28], predict the reaction product. The product is: [Br:1][C:2]1[CH:3]=[C:4]([C:10]2[CH2:14][C:13]([C:19]3[CH:24]=[C:23]([Cl:25])[CH:22]=[C:21]([Cl:26])[CH:20]=3)([C:15]([F:16])([F:18])[F:17])[O:12][N:11]=2)[CH:5]=[CH:6][C:7]=1[CH2:8][NH:30][C:27](=[S:29])[CH3:28]. (8) Given the reactants [Cl:1][C:2]1[CH:24]=[CH:23][C:5]([CH2:6][NH:7][C:8]([C:10]2[C:11](=[O:22])[C:12]3[CH:19]=[C:18]([CH2:20]Cl)[S:17][C:13]=3[N:14]([CH3:16])[CH:15]=2)=[O:9])=[CH:4][CH:3]=1.Cl.[NH:26]1[CH2:31][CH2:30][O:29][CH2:28][C@@H:27]1[C@@H:32]([C:34]1[CH:39]=[CH:38][CH:37]=[CH:36][CH:35]=1)[OH:33].C(N(C(C)C)CC)(C)C.C(OCC)(=O)C, predict the reaction product. The product is: [Cl:1][C:2]1[CH:24]=[CH:23][C:5]([CH2:6][NH:7][C:8]([C:10]2[C:11](=[O:22])[C:12]3[CH:19]=[C:18]([CH2:20][N:26]4[CH2:31][CH2:30][O:29][CH2:28][C@@H:27]4[C@H:32]([OH:33])[C:34]4[CH:39]=[CH:38][CH:37]=[CH:36][CH:35]=4)[S:17][C:13]=3[N:14]([CH3:16])[CH:15]=2)=[O:9])=[CH:4][CH:3]=1.